This data is from Full USPTO retrosynthesis dataset with 1.9M reactions from patents (1976-2016). The task is: Predict the reactants needed to synthesize the given product. (1) Given the product [NH:1]1[C:12](=[O:14])[CH2:11][NH:10][C:5]2[N:6]=[CH:7][CH:8]=[CH:9][C:4]1=2, predict the reactants needed to synthesize it. The reactants are: [N+:1]([C:4]1[C:5]([NH:10][CH2:11][C:12]([O:14]C)=O)=[N:6][CH:7]=[CH:8][CH:9]=1)([O-])=O. (2) Given the product [Cl:58][C:54]1[CH:53]=[C:52]([NH:51][C:49](=[O:50])[CH2:48][N:15]2[C:16]3([CH2:21][CH2:20][CH2:19][CH2:18]3)[N:17]=[C:13]([C:10]3[CH:11]=[CH:12][C:7]([N:5]4[CH:6]=[C:2]([CH3:1])[N:3]=[CH:4]4)=[CH:8][CH:9]=3)[C:14]2=[O:22])[CH:57]=[CH:56][CH:55]=1, predict the reactants needed to synthesize it. The reactants are: [CH3:1][C:2]1[N:3]=[CH:4][N:5]([C:7]2[CH:12]=[CH:11][C:10]([C:13]3[C:14](=[O:22])[NH:15][C:16]4([CH2:21][CH2:20][CH2:19][CH2:18]4)[N:17]=3)=[CH:9][CH:8]=2)[CH:6]=1.CC1N(C2C=CC(C3C(=O)NC4(CCCC4)N=3)=CC=2)C=NC=1.[H-].[Na+].Br[CH2:48][C:49]([NH:51][C:52]1[CH:57]=[CH:56][CH:55]=[C:54]([Cl:58])[CH:53]=1)=[O:50]. (3) Given the product [C:1]([O:63][CH:61]([CH3:62])[CH2:60][O:59][CH3:57])(=[O:3])[CH3:2], predict the reactants needed to synthesize it. The reactants are: [CH2:1]([O:3][Si](OCC)(OCC)OCC)[CH3:2].C[Si](OCC)(OCC)OCC.C1([Si](OC)(OC)OC)C=CC=CC=1.C(O[Si](OCC)(OCC)CCCN1CCN=C1)C.Cl.[CH2:57]([O:59][CH2:60][CH:61]([OH:63])[CH3:62])C. (4) Given the product [Br:1][C:2]1[C:9]([O:10][CH3:11])=[CH:8][C:5]([C:6]2[O:7][CH:25]=[N:24][CH:23]=2)=[CH:4][C:3]=1[O:12][CH3:13], predict the reactants needed to synthesize it. The reactants are: [Br:1][C:2]1[C:9]([O:10][CH3:11])=[CH:8][C:5]([CH:6]=[O:7])=[CH:4][C:3]=1[O:12][CH3:13].C1(C)C(S([CH2:23][N+:24]#[C-:25])(=O)=O)=CC=CC=1. (5) Given the product [F:22][C:21]([F:24])([F:23])[C:9]1[N:8]([CH2:7][CH2:6][O:5][C:38]2[CH:37]=[CH:36][C:35]([CH2:34][CH:28]([O:27][CH2:25][CH3:26])[C:29]([O:31][CH3:32])=[O:30])=[CH:40][CH:39]=2)[C:12]2[CH:13]=[CH:14][C:15]([C:17]([F:20])([F:19])[F:18])=[CH:16][C:11]=2[N:10]=1, predict the reactants needed to synthesize it. The reactants are: CS([O:5][CH2:6][CH2:7][N:8]1[C:12]2[CH:13]=[CH:14][C:15]([C:17]([F:20])([F:19])[F:18])=[CH:16][C:11]=2[N:10]=[C:9]1[C:21]([F:24])([F:23])[F:22])(=O)=O.[CH2:25]([O:27][CH:28]([CH2:34][C:35]1[CH:40]=[CH:39][C:38](O)=[CH:37][CH:36]=1)[C:29]([O:31][CH2:32]C)=[O:30])[CH3:26].C([O-])([O-])=O.[K+].[K+].O. (6) Given the product [NH2:1][C:2]1[C:7]([Cl:8])=[CH:6][CH:5]=[CH:4][C:3]=1[CH:9]([C:11]1[CH:16]=[CH:15][CH:14]=[C:13]([O:17][CH3:18])[C:12]=1[O:19][CH3:20])[OH:10], predict the reactants needed to synthesize it. The reactants are: [NH2:1][C:2]1[C:7]([Cl:8])=[CH:6][CH:5]=[CH:4][C:3]=1[C:9]([C:11]1[CH:16]=[CH:15][CH:14]=[C:13]([O:17][CH3:18])[C:12]=1[O:19][CH3:20])=[O:10].[BH4-].[Na+]. (7) Given the product [NH2:26][C:11]1[CH:10]=[C:9]([NH:8][CH2:7][C:5]2[S:6][C:2]([Cl:1])=[CH:3][CH:4]=2)[CH:14]=[CH:13][C:12]=1[NH:15][C:16](=[O:25])[CH2:17][C:18]1[CH:19]=[CH:20][C:21]([F:24])=[CH:22][CH:23]=1, predict the reactants needed to synthesize it. The reactants are: [Cl:1][C:2]1[S:6][C:5]([CH2:7][NH:8][C:9]2[CH:14]=[CH:13][C:12]([NH:15][C:16](=[O:25])[CH2:17][C:18]3[CH:23]=[CH:22][C:21]([F:24])=[CH:20][CH:19]=3)=[C:11]([N+:26]([O-])=O)[CH:10]=2)=[CH:4][CH:3]=1.C(O)(=O)C.